This data is from Retrosynthesis with 50K atom-mapped reactions and 10 reaction types from USPTO. The task is: Predict the reactants needed to synthesize the given product. (1) Given the product COc1c(N2CCOCC2)c(F)cc2c(=O)c(C(=O)O)cn(C3CC3)c12, predict the reactants needed to synthesize it. The reactants are: C1COCCN1.COc1c(F)c(F)cc2c(=O)c(C(=O)O)cn(C3CC3)c12. (2) Given the product [N-]=[N+]=NCc1cc(O)ccc1S(=O)(=O)Nc1ccc2c(c1)B(O)OC2, predict the reactants needed to synthesize it. The reactants are: O=S(=O)(Nc1ccc2c(c1)B(O)OC2)c1ccc(O)cc1CBr.[N-]=[N+]=[N-]. (3) Given the product CC(=O)c1ccc(C(=O)Nc2ccc(C(=O)c3ccc4c(c3)NC(=O)C4=CNc3cccc(O)c3)cc2)s1, predict the reactants needed to synthesize it. The reactants are: CC(=O)c1ccc(C(=O)Nc2ccc(C(=O)c3ccc4c(c3)NC(=O)C4=CO)cc2)s1.Nc1cccc(O)c1. (4) The reactants are: NCc1cnc(OCC(F)(F)F)c(Cl)c1.Nc1nccc(C(=O)O)n1. Given the product Nc1nccc(C(=O)NCc2cnc(OCC(F)(F)F)c(Cl)c2)n1, predict the reactants needed to synthesize it. (5) Given the product CC(C)S(=O)(=O)N(CCN(C)C)c1ccc(N/C(=C2\C(=O)Nc3ccccc32)c2ccccc2)cc1, predict the reactants needed to synthesize it. The reactants are: CC(C)S(=O)(=O)Nc1ccc(N/C(=C2\C(=O)Nc3ccccc32)c2ccccc2)cc1.CN(C)CCCl. (6) Given the product CCCCCCCCOc1cccc(-c2cccnc2)c1, predict the reactants needed to synthesize it. The reactants are: CCCCCCCCOc1cccc(Br)c1.OB(O)c1cccnc1.